From a dataset of Reaction yield outcomes from USPTO patents with 853,638 reactions. Predict the reaction yield, written as a fraction of the theoretical maximum amount of product (1.0 means a 100% yield; for example, 0.34 means a 34% yield). (1) The reactants are [F:1][C:2]([F:13])([F:12])[C:3]1[CH:11]=[CH:10][CH:9]=[CH:8][C:4]=1[C:5](Cl)=[O:6].[N+:14]([C:17]1[CH:18]=[CH:19][C:20]([N:23]2[CH2:28][CH2:27][NH:26][CH2:25][CH2:24]2)=[N:21][CH:22]=1)([O-:16])=[O:15].C(N(C(C)C)CC)(C)C. The catalyst is ClCCl. The product is [N+:14]([C:17]1[CH:18]=[CH:19][C:20]([N:23]2[CH2:24][CH2:25][N:26]([C:5]([C:4]3[CH:8]=[CH:9][CH:10]=[CH:11][C:3]=3[C:2]([F:13])([F:12])[F:1])=[O:6])[CH2:27][CH2:28]2)=[N:21][CH:22]=1)([O-:16])=[O:15]. The yield is 0.410. (2) No catalyst specified. The product is [CH3:1][C:2]1[C:6]([CH3:7])=[C:5]([NH:8][C:9]([N:34]2[CH2:35][CH2:36][N:31]([C:29]3[CH:30]=[C:25]([C:19]4[CH:24]=[CH:23][CH:22]=[CH:21][CH:20]=4)[N:26]=[CH:27][N:28]=3)[CH2:32][CH2:33]2)=[O:16])[O:4][N:3]=1. The yield is 0.810. The reactants are [CH3:1][C:2]1[C:6]([CH3:7])=[C:5]([NH:8][C:9](=[O:16])OCC(Cl)(Cl)Cl)[O:4][N:3]=1.Cl.Cl.[C:19]1([C:25]2[CH:30]=[C:29]([N:31]3[CH2:36][CH2:35][NH:34][CH2:33][CH2:32]3)[N:28]=[CH:27][N:26]=2)[CH:24]=[CH:23][CH:22]=[CH:21][CH:20]=1. (3) The reactants are [O:1]1[CH:5]=[CH:4][CH:3]=[C:2]1[C:6](Cl)=[O:7].[F:9][C:10]1[CH:11]=[C:12]2[C:17](=[CH:18][CH:19]=1)[N:16]([CH3:20])[C:15](=[O:21])[C:14]([C:22]#[N:23])=[C:13]2[N:24]1[CH2:29][CH2:28][NH:27][CH2:26][CH2:25]1. The catalyst is N1C=CC=CC=1. The product is [F:9][C:10]1[CH:11]=[C:12]2[C:17](=[CH:18][CH:19]=1)[N:16]([CH3:20])[C:15](=[O:21])[C:14]([C:22]#[N:23])=[C:13]2[N:24]1[CH2:25][CH2:26][N:27]([C:6]([C:2]2[O:1][CH:5]=[CH:4][CH:3]=2)=[O:7])[CH2:28][CH2:29]1. The yield is 0.870. (4) The reactants are [Cl:1][C:2]1[CH:3]=[CH:4][C:5]([S:9][CH2:10][C:11]2[N:16]=[CH:15][CH:14]=[CH:13][N:12]=2)=[C:6]([CH:8]=1)[NH2:7].[O:17]1[C:21]2[CH:22]=[CH:23][CH:24]=[CH:25][C:20]=2[CH:19]=[C:18]1[S:26](Cl)(=[O:28])=[O:27]. The catalyst is N1C=CC=CC=1. The product is [Cl:1][C:2]1[CH:3]=[CH:4][C:5]([S:9][CH2:10][C:11]2[N:12]=[CH:13][CH:14]=[CH:15][N:16]=2)=[C:6]([NH:7][S:26]([C:18]2[O:17][C:21]3[CH:22]=[CH:23][CH:24]=[CH:25][C:20]=3[CH:19]=2)(=[O:27])=[O:28])[CH:8]=1. The yield is 0.510. (5) The reactants are [F:1][C:2]1[CH:7]=[CH:6][CH:5]=[C:4]([F:8])[C:3]=1[C:9]1[O:10][C:11]([NH:16][C:17]2[CH:22]=[CH:21][C:20]([N+:23]([O-])=O)=[CH:19][CH:18]=2)=[C:12]([C:14]#[N:15])[N:13]=1.CO. The catalyst is [Pd].CCOC(C)=O. The product is [NH2:23][C:20]1[CH:19]=[CH:18][C:17]([NH:16][C:11]2[O:10][C:9]([C:3]3[C:4]([F:8])=[CH:5][CH:6]=[CH:7][C:2]=3[F:1])=[N:13][C:12]=2[C:14]#[N:15])=[CH:22][CH:21]=1. The yield is 0.900.